From a dataset of Full USPTO retrosynthesis dataset with 1.9M reactions from patents (1976-2016). Predict the reactants needed to synthesize the given product. (1) Given the product [Cl:1][C:2]1[C:3]2[CH:12]=[CH:11][CH:10]=[CH:9][C:4]=2[S:5][C:6]=1[CH2:7][NH:14][CH3:13], predict the reactants needed to synthesize it. The reactants are: [Cl:1][C:2]1[C:3]2[CH:12]=[CH:11][CH:10]=[CH:9][C:4]=2[S:5][C:6]=1[CH:7]=O.[CH3:13][NH2:14].[BH4-].[Na+]. (2) Given the product [CH3:16][C:11]([C:17]1[C:22](=[O:23])[C:21]([CH3:24])=[C:20]([CH3:25])[C:19](=[O:26])[C:18]=1[CH3:27])([CH3:10])[CH2:12][C:13]([O:8][CH2:7][CH2:6][CH2:5][CH2:4][O:3][N+:1]([O-:9])=[O:2])=[O:14], predict the reactants needed to synthesize it. The reactants are: [N+:1]([O-:9])([O:3][CH2:4][CH2:5][CH2:6][CH2:7][OH:8])=[O:2].[CH3:10][C:11]([C:17]1[C:22](=[O:23])[C:21]([CH3:24])=[C:20]([CH3:25])[C:19](=[O:26])[C:18]=1[CH3:27])([CH3:16])[CH2:12][C:13](O)=[O:14].C(Cl)CCl. (3) Given the product [OH:11][CH2:10][C@H:9]([NH:8][C:4]1[CH:3]=[C:2]([C:26]2[CH:35]=[CH:34][C:29]3[NH:30][C:31](=[O:33])[S:32][C:28]=3[CH:27]=2)[CH:7]=[N:6][CH:5]=1)[C:12]1[CH:17]=[CH:16][CH:15]=[CH:14][CH:13]=1, predict the reactants needed to synthesize it. The reactants are: Br[C:2]1[CH:3]=[C:4]([NH:8][C@H:9]([C:12]2[CH:17]=[CH:16][CH:15]=[CH:14][CH:13]=2)[CH2:10][OH:11])[CH:5]=[N:6][CH:7]=1.CC1(C)C(C)(C)OB([C:26]2[CH:35]=[CH:34][C:29]3[NH:30][C:31](=[O:33])[S:32][C:28]=3[CH:27]=2)O1.C(=O)([O-])[O-].[K+].[K+]. (4) Given the product [Br:18][C:10]1[C:9]([C:11]2[CH:16]=[CH:15][C:14]([F:17])=[CH:13][CH:12]=2)=[N:8][N:7]2[C:2]([Cl:1])=[CH:3][CH:4]=[CH:5][C:6]=12, predict the reactants needed to synthesize it. The reactants are: [Cl:1][C:2]1[N:7]2[N:8]=[C:9]([C:11]3[CH:16]=[CH:15][C:14]([F:17])=[CH:13][CH:12]=3)[CH:10]=[C:6]2[CH:5]=[CH:4][CH:3]=1.[Br:18]N1C(=O)CCC1=O.C(=O)(O)[O-].[Na+].CCOCC. (5) The reactants are: Cl.[NH2:2][OH:3].[CH3:4][NH:5][C:6](=[O:15])[C:7](=O)[C:8]1[CH:13]=[CH:12][CH:11]=[CH:10][CH:9]=1. Given the product [OH:3][N:2]=[C:7]([C:8]1[CH:13]=[CH:12][CH:11]=[CH:10][CH:9]=1)[C:6]([NH:5][CH3:4])=[O:15], predict the reactants needed to synthesize it. (6) Given the product [Cl:22][C:23]1[CH:24]=[CH:25][C:26]([C:29]2[CH:30]=[CH:31][C:32]([C:35]#[C:36][C:2]3[CH:7]=[CH:6][C:5]([C:8]4[CH2:13][CH2:12][CH2:11][CH:10]([N:14]5[CH2:19][CH2:18][C:17]([CH3:21])([OH:20])[CH2:16][CH2:15]5)[CH:9]=4)=[CH:4][CH:3]=3)=[N:33][CH:34]=2)=[CH:27][CH:28]=1, predict the reactants needed to synthesize it. The reactants are: I[C:2]1[CH:7]=[CH:6][C:5]([C:8]2[CH2:13][CH2:12][CH2:11][CH:10]([N:14]3[CH2:19][CH2:18][C:17]([CH3:21])([OH:20])[CH2:16][CH2:15]3)[CH:9]=2)=[CH:4][CH:3]=1.[Cl:22][C:23]1[CH:28]=[CH:27][C:26]([C:29]2[CH:30]=[CH:31][C:32]([C:35]#[CH:36])=[N:33][CH:34]=2)=[CH:25][CH:24]=1. (7) Given the product [F:51][CH:49]([F:50])[C:38]1[C:39]2[C:40]([F:47])([F:48])[CH2:41][CH2:42][C:43]([F:46])([F:45])[C:44]=2[N:36]([CH2:35][C:34]([NH:33][C@H:23]([C:12]2[C:11]([C:6]3[CH:7]=[CH:8][CH:9]=[C:10]4[C:5]=3[N:4]([CH3:53])[N:3]=[C:2]4[NH:1][S:101]([CH3:104])(=[O:103])=[O:102])=[CH:16][N:15]=[C:14]([C:17]#[C:18][C:19]([OH:22])([CH3:20])[CH3:21])[N:13]=2)[CH2:24][C:25]2[CH:30]=[C:29]([F:31])[CH:28]=[C:27]([F:32])[CH:26]=2)=[O:52])[N:37]=1, predict the reactants needed to synthesize it. The reactants are: [NH2:1][C:2]1[C:10]2[C:5](=[C:6]([C:11]3[C:12]([C@@H:23]([NH:33][C:34](=[O:52])[CH2:35][N:36]4[C:44]5[C:43]([F:46])([F:45])[CH2:42][CH2:41][C:40]([F:48])([F:47])[C:39]=5[C:38]([CH:49]([F:51])[F:50])=[N:37]4)[CH2:24][C:25]4[CH:30]=[C:29]([F:31])[CH:28]=[C:27]([F:32])[CH:26]=4)=[N:13][C:14]([C:17]#[C:18][C:19]([OH:22])([CH3:21])[CH3:20])=[N:15][CH:16]=3)[CH:7]=[CH:8][CH:9]=2)[N:4]([CH3:53])[N:3]=1.BrC1C([C@@H](NC(=O)OC(C)(C)C)CC2C=C(F)C=C(F)C=2)=NC(SC)=NC=1.CN1C2C(=CC=CC=2B2OC(C)(C)C(C)(C)O2)C(N[S:101]([CH3:104])(=[O:103])=[O:102])=N1. (8) Given the product [ClH:15].[CH3:16][O:13][C:12]([C@@H:7]1[CH2:6][C:5]2[C:10](=[CH:11][C:2]([OH:1])=[CH:3][CH:4]=2)[CH2:9][NH:8]1)=[O:14], predict the reactants needed to synthesize it. The reactants are: [OH:1][C:2]1[CH:11]=[C:10]2[C:5]([CH2:6][C@@H:7]([C:12]([OH:14])=[O:13])[NH:8][CH2:9]2)=[CH:4][CH:3]=1.[ClH:15].[CH3:16]O. (9) Given the product [OH:13][CH:12]([C:14]1[CH:19]=[CH:18][CH:17]=[C:16]([C:20]([F:21])([F:22])[F:23])[CH:15]=1)[C:8]1[CH:7]=[C:6]([CH:2]=[O:1])[CH:11]=[CH:10][CH:9]=1, predict the reactants needed to synthesize it. The reactants are: [O:1]1CCO[CH:2]1[C:6]1[CH:7]=[C:8]([CH:12]([C:14]2[CH:19]=[CH:18][CH:17]=[C:16]([C:20]([F:23])([F:22])[F:21])[CH:15]=2)[OH:13])[CH:9]=[CH:10][CH:11]=1.C1(C)C=CC(S([O-])(=O)=O)=CC=1.[NH+]1C=CC=CC=1.